This data is from Full USPTO retrosynthesis dataset with 1.9M reactions from patents (1976-2016). The task is: Predict the reactants needed to synthesize the given product. (1) Given the product [Br:1][C:2]1[CH:3]=[C:4]([CH:5]=[CH:6][CH:7]=1)[O:8][CH2:10][CH2:11][N:12]1[CH2:16][CH2:15][CH2:14][CH2:13]1, predict the reactants needed to synthesize it. The reactants are: [Br:1][C:2]1[CH:3]=[C:4]([OH:8])[CH:5]=[CH:6][CH:7]=1.Cl[CH2:10][CH2:11][N:12]1[CH2:16][CH2:15][CH2:14][CH2:13]1.C(=O)([O-])[O-].[K+].[K+]. (2) Given the product [Cl:1][C:2]1[CH:7]=[C:6]([N+:8]([O-:10])=[O:9])[CH:5]=[C:4]([C:11]([F:14])([F:13])[F:12])[C:3]=1[O:32][C:29]1[CH:28]=[CH:27][C:26]([S:23]([CH3:22])(=[O:25])=[O:24])=[CH:31][CH:30]=1, predict the reactants needed to synthesize it. The reactants are: [Cl:1][C:2]1[CH:7]=[C:6]([N+:8]([O-:10])=[O:9])[CH:5]=[C:4]([C:11]([F:14])([F:13])[F:12])[C:3]=1F.C([O-])([O-])=O.[K+].[K+].[CH3:22][S:23]([C:26]1[CH:31]=[CH:30][C:29]([OH:32])=[CH:28][CH:27]=1)(=[O:25])=[O:24].O. (3) Given the product [Cl:25][C:8]1[CH:7]=[CH:6][CH:5]=[C:4]2[C:9]=1[CH:10]=[C:11]([CH:12]([N:14]1[C:22](=[O:23])[C:21]3[C:16](=[CH:17][CH:18]=[CH:19][CH:20]=3)[C:15]1=[O:24])[CH3:13])[C:2]([C:31]1[CH:36]=[CH:35][CH:34]=[CH:33][N:32]=1)=[N:3]2, predict the reactants needed to synthesize it. The reactants are: Cl[C:2]1[C:11]([CH:12]([N:14]2[C:22](=[O:23])[C:21]3[C:16](=[CH:17][CH:18]=[CH:19][CH:20]=3)[C:15]2=[O:24])[CH3:13])=[CH:10][C:9]2[C:4](=[CH:5][CH:6]=[CH:7][C:8]=2[Cl:25])[N:3]=1.C([Sn](CCCC)(CCCC)[C:31]1[CH:36]=[CH:35][CH:34]=[CH:33][N:32]=1)CCC.CCOC(C)=O. (4) The reactants are: [F:1][C:2]1[C:7]([CH:8]([C:10]2[S:11][CH:12]=[CH:13][CH:14]=2)[OH:9])=[CH:6][CH:5]=[CH:4][N:3]=1. Given the product [F:1][C:2]1[C:7]([C:8]([C:10]2[S:11][CH:12]=[CH:13][CH:14]=2)=[O:9])=[CH:6][CH:5]=[CH:4][N:3]=1, predict the reactants needed to synthesize it. (5) Given the product [O:14]=[C:13]1[N:12]([CH:7]2[C:8]3[C:4](=[C:3]([C:2]([F:16])([F:17])[F:1])[CH:11]=[CH:10][CH:9]=3)[CH2:5][CH2:6]2)[C:21](=[O:20])[C:22]([C:23]([O:25][CH2:26][CH3:27])=[O:24])=[CH:28][NH:15]1, predict the reactants needed to synthesize it. The reactants are: [F:1][C:2]([F:17])([F:16])[C:3]1[CH:11]=[CH:10][CH:9]=[C:8]2[C:4]=1[CH2:5][CH2:6][CH:7]2[NH:12][C:13]([NH2:15])=[O:14].C([O:20][CH:21]=[C:22]([C:28](OCC)=O)[C:23]([O:25][CH2:26][CH3:27])=[O:24])C.[O-]CC.[Na+].